Dataset: Peptide-MHC class I binding affinity with 185,985 pairs from IEDB/IMGT. Task: Regression. Given a peptide amino acid sequence and an MHC pseudo amino acid sequence, predict their binding affinity value. This is MHC class I binding data. The peptide sequence is AFNKKTFD. The MHC is H-2-Kb with pseudo-sequence H-2-Kb. The binding affinity (normalized) is 0.